From a dataset of Full USPTO retrosynthesis dataset with 1.9M reactions from patents (1976-2016). Predict the reactants needed to synthesize the given product. (1) The reactants are: [C:1]([C:3](=[C:9](SC)[S:10][CH3:11])[C:4](OCC)=[O:5])#[N:2].[CH3:14][NH:15][NH2:16]. Given the product [CH3:14][N:15]1[C:9]([S:10][CH3:11])=[C:3]([C:1]#[N:2])[C:4](=[O:5])[NH:16]1, predict the reactants needed to synthesize it. (2) Given the product [NH:32]1[C:40]2[C:35](=[CH:36][C:37]([CH2:41][N:42]([C@@H:43]([C:47]3[CH:52]=[CH:51][CH:50]=[CH:49][CH:48]=3)[CH2:44][O:45][CH3:46])[C:21]([C@@H:20]3[CH2:19][C:18]4[C:13](=[CH:14][CH:15]=[CH:16][CH:17]=4)[CH2:12][N:11]3[C:9]([O:8][CH2:1][C:2]3[CH:7]=[CH:6][CH:5]=[CH:4][CH:3]=3)=[O:10])=[O:22])=[CH:38][CH:39]=2)[CH:34]=[CH:33]1, predict the reactants needed to synthesize it. The reactants are: [CH2:1]([O:8][C:9]([N:11]1[C@H:20]([C:21](O)=[O:22])[CH2:19][C:18]2[C:13](=[CH:14][CH:15]=[CH:16][CH:17]=2)[CH2:12]1)=[O:10])[C:2]1[CH:7]=[CH:6][CH:5]=[CH:4][CH:3]=1.ClC(N(C)C)=C(C)C.[NH:32]1[C:40]2[C:35](=[CH:36][C:37]([CH2:41][NH:42][C@@H:43]([C:47]3[CH:52]=[CH:51][CH:50]=[CH:49][CH:48]=3)[CH2:44][O:45][CH3:46])=[CH:38][CH:39]=2)[CH:34]=[CH:33]1.CCN(C(C)C)C(C)C.